Dataset: Aqueous solubility values for 9,982 compounds from the AqSolDB database. Task: Regression/Classification. Given a drug SMILES string, predict its absorption, distribution, metabolism, or excretion properties. Task type varies by dataset: regression for continuous measurements (e.g., permeability, clearance, half-life) or binary classification for categorical outcomes (e.g., BBB penetration, CYP inhibition). For this dataset (solubility_aqsoldb), we predict Y. The Y is -1.69 log mol/L. The drug is COC(=O)c1ccccc1C(=O)OC.